Task: Predict the product of the given reaction.. Dataset: Forward reaction prediction with 1.9M reactions from USPTO patents (1976-2016) Given the reactants [Cl:1][C:2]1[S:3][C:4]([C:11]([O:13][CH3:14])=[O:12])=[C:5]([C:7](=O)[CH2:8]Cl)[N:6]=1.[NH2:15][C:16]([NH2:18])=[S:17], predict the reaction product. The product is: [NH2:18][C:16]1[S:17][CH:8]=[C:7]([C:5]2[N:6]=[C:2]([Cl:1])[S:3][C:4]=2[C:11]([O:13][CH3:14])=[O:12])[N:15]=1.